Predict the reactants needed to synthesize the given product. From a dataset of Full USPTO retrosynthesis dataset with 1.9M reactions from patents (1976-2016). (1) Given the product [CH:29]1([C@@H:27]([NH:26][C:25]([C:24]2[C:23]3[C:18](=[CH:19][CH:20]=[CH:21][CH:22]=3)[N:17]=[C:16]([C:36]3[CH:37]=[CH:38][CH:39]=[CH:40][CH:41]=3)[C:15]=2[CH2:14][N:11]2[CH2:12][CH2:13][NH:8][CH2:9][CH2:10]2)=[O:35])[CH3:28])[CH2:34][CH2:33][CH2:32][CH2:31][CH2:30]1, predict the reactants needed to synthesize it. The reactants are: C(OC([N:8]1[CH2:13][CH2:12][N:11]([CH2:14][C:15]2[C:16]([C:36]3[CH:41]=[CH:40][CH:39]=[CH:38][CH:37]=3)=[N:17][C:18]3[C:23]([C:24]=2[C:25](=[O:35])[NH:26][C@H:27]([CH:29]2[CH2:34][CH2:33][CH2:32][CH2:31][CH2:30]2)[CH3:28])=[CH:22][CH:21]=[CH:20][CH:19]=3)[CH2:10][CH2:9]1)=O)(C)(C)C.C(O)(C(F)(F)F)=O. (2) Given the product [F:6][CH:2]([F:7])[O:25][C:17]1[CH:18]=[CH:19][CH:20]=[C:21]([N+:22]([O-:24])=[O:23])[C:16]=1[F:15], predict the reactants needed to synthesize it. The reactants are: Cl[C:2]([F:7])([F:6])C([O-])=O.[Na+].C(=O)([O-])[O-].[K+].[K+].[F:15][C:16]1[C:21]([N+:22]([O-:24])=[O:23])=[CH:20][CH:19]=[CH:18][C:17]=1[OH:25].